This data is from NCI-60 drug combinations with 297,098 pairs across 59 cell lines. The task is: Regression. Given two drug SMILES strings and cell line genomic features, predict the synergy score measuring deviation from expected non-interaction effect. (1) Drug 1: C1=C(C(=O)NC(=O)N1)F. Drug 2: CN1C2=C(C=C(C=C2)N(CCCl)CCCl)N=C1CCCC(=O)O.Cl. Cell line: SR. Synergy scores: CSS=34.9, Synergy_ZIP=-9.10, Synergy_Bliss=-20.2, Synergy_Loewe=-27.8, Synergy_HSA=-17.3. (2) Drug 1: CS(=O)(=O)OCCCCOS(=O)(=O)C. Drug 2: CC1C(C(CC(O1)OC2CC(CC3=C2C(=C4C(=C3O)C(=O)C5=CC=CC=C5C4=O)O)(C(=O)C)O)N)O. Cell line: KM12. Synergy scores: CSS=26.4, Synergy_ZIP=1.56, Synergy_Bliss=-1.83, Synergy_Loewe=-24.4, Synergy_HSA=-0.843. (3) Cell line: PC-3. Drug 2: CCCS(=O)(=O)NC1=C(C(=C(C=C1)F)C(=O)C2=CNC3=C2C=C(C=N3)C4=CC=C(C=C4)Cl)F. Drug 1: CC1=C2C(C(=O)C3(C(CC4C(C3C(C(C2(C)C)(CC1OC(=O)C(C(C5=CC=CC=C5)NC(=O)OC(C)(C)C)O)O)OC(=O)C6=CC=CC=C6)(CO4)OC(=O)C)OC)C)OC. Synergy scores: CSS=27.1, Synergy_ZIP=-3.48, Synergy_Bliss=-6.91, Synergy_Loewe=-47.9, Synergy_HSA=-8.83. (4) Drug 1: CN(C)C1=NC(=NC(=N1)N(C)C)N(C)C. Drug 2: C1=CN(C=N1)CC(O)(P(=O)(O)O)P(=O)(O)O. Cell line: UO-31. Synergy scores: CSS=1.66, Synergy_ZIP=-0.795, Synergy_Bliss=-1.18, Synergy_Loewe=-4.70, Synergy_HSA=-2.76. (5) Drug 1: C1=CC(=CC=C1CCCC(=O)O)N(CCCl)CCCl. Drug 2: C1CCC(C(C1)N)N.C(=O)(C(=O)[O-])[O-].[Pt+4]. Cell line: MOLT-4. Synergy scores: CSS=76.6, Synergy_ZIP=3.79, Synergy_Bliss=3.29, Synergy_Loewe=3.21, Synergy_HSA=6.35. (6) Drug 1: C1=CC(=CC=C1CC(C(=O)O)N)N(CCCl)CCCl.Cl. Drug 2: C1=NC2=C(N1)C(=S)N=CN2. Cell line: DU-145. Synergy scores: CSS=17.7, Synergy_ZIP=-10.9, Synergy_Bliss=-10.4, Synergy_Loewe=-23.5, Synergy_HSA=-11.7.